This data is from CYP2C9 inhibition data for predicting drug metabolism from PubChem BioAssay. The task is: Regression/Classification. Given a drug SMILES string, predict its absorption, distribution, metabolism, or excretion properties. Task type varies by dataset: regression for continuous measurements (e.g., permeability, clearance, half-life) or binary classification for categorical outcomes (e.g., BBB penetration, CYP inhibition). Dataset: cyp2c9_veith. (1) The result is 0 (non-inhibitor). The molecule is O[C@]1(c2ccccc2)c2ccccc2NC2=NCCN21. (2) The compound is CC(C)=NOCc1cccc(-c2cc(-c3ccccc3)no2)c1. The result is 1 (inhibitor). (3) The drug is Cc1cccc(Nc2nnc(-c3ccc(C(=O)N4C[C@H]5C[C@H](C4)c4cccc(=O)n4C5)cc3)c3ccccc23)c1. The result is 1 (inhibitor). (4) The compound is CC#CCCCC(=O)Nc1cc(OC)nc(OC)n1. The result is 1 (inhibitor). (5) The result is 0 (non-inhibitor). The molecule is O=c1oc2c(Cl)cc(Cl)cc2cc1-c1nnc(Nc2ccccc2F)s1.